This data is from M1 muscarinic receptor agonist screen with 61,833 compounds. The task is: Binary Classification. Given a drug SMILES string, predict its activity (active/inactive) in a high-throughput screening assay against a specified biological target. (1) The compound is Clc1cc(N2CCN(CC2)CC(=O)Nc2c3c([nH]c2C(OC)=O)cccc3)ccc1. The result is 0 (inactive). (2) The compound is Fc1ccc(Cn2c(=O)[nH]c(N3CCOCC3)cc2=O)cc1. The result is 0 (inactive). (3) The drug is O(CCCCCc1c([nH]nc1C)C)c1c(OC)cccc1. The result is 0 (inactive). (4) The drug is Fc1c(NC(=O)N2C(CCC2)C(=O)Nc2cc(OC)ccc2)cccc1. The result is 0 (inactive). (5) The drug is s1c2nc(oc(=O)c2c(c2sccc2)c1)C. The result is 0 (inactive). (6) The molecule is o1nc(nc1CN1C(=O)c2c(C1=O)cccc2)c1cccnc1. The result is 0 (inactive).